Dataset: Reaction yield outcomes from USPTO patents with 853,638 reactions. Task: Predict the reaction yield, written as a fraction of the theoretical maximum amount of product (1.0 means a 100% yield; for example, 0.34 means a 34% yield). (1) The reactants are [C:1]([O:5][C:6]([N:8]1[CH2:13][CH2:12][N:11]([C:14]2C(=O)N(CC(C)C)N=C(C3C=CC(C)=C(F)C=3)C=2C)[CH2:10][CH2:9]1)=[O:7])([CH3:4])([CH3:3])[CH3:2].[CH:34]1([CH2:39][N:40]2[C:45](=[O:46])[C:44](COS(C)(=O)=O)=[CH:43][C:42]([C:53]3[CH:58]=[CH:57][C:56]([O:59][CH3:60])=[C:55]([F:61])[CH:54]=3)=[N:41]2)[CH2:38][CH2:37][CH2:36][CH2:35]1.N1(C(OC(C)(C)C)=O)CCNCC1. No catalyst specified. The product is [C:1]([O:5][C:6]([N:8]1[CH2:13][CH2:12][N:11]([CH2:14][C:44]2[C:45](=[O:46])[N:40]([CH2:39][CH:34]3[CH2:35][CH2:36][CH2:37][CH2:38]3)[N:41]=[C:42]([C:53]3[CH:58]=[CH:57][C:56]([O:59][CH3:60])=[C:55]([F:61])[CH:54]=3)[CH:43]=2)[CH2:10][CH2:9]1)=[O:7])([CH3:4])([CH3:3])[CH3:2]. The yield is 0.788. (2) The reactants are C([O:9][CH2:10][C@@H:11]1[C:15]([O:17]C(=O)C)([CH3:16])[C@:14]([F:22])([CH3:21])[CH:13]([N:23]2[CH:28]=[C:27]([CH3:29])[C:26](=[O:30])[NH:25][C:24]2=[O:31])[O:12]1)(=O)C1C=CC=CC=1.CO. The catalyst is N. The product is [F:22][C:14]1([CH3:21])[C@@:15]([OH:17])([CH3:16])[CH:11]([CH2:10][OH:9])[O:12][C@H:13]1[N:23]1[CH:28]=[C:27]([CH3:29])[C:26](=[O:30])[NH:25][C:24]1=[O:31]. The yield is 0.235. (3) The reactants are [Br:1][C:2]1[CH:3]=[C:4]([N+:12]([O-:14])=[O:13])[C:5]([CH3:11])=[C:6]([CH:10]=1)[C:7]([OH:9])=[O:8].[C:15](=O)([O-])[O-].[Na+].[Na+].CI. The catalyst is CN(C=O)C. The product is [Br:1][C:2]1[CH:3]=[C:4]([N+:12]([O-:14])=[O:13])[C:5]([CH3:11])=[C:6]([CH:10]=1)[C:7]([O:9][CH3:15])=[O:8]. The yield is 0.990. (4) The yield is 0.240. The catalyst is CC(O)C. The reactants are C([O:3][C:4]([CH:6]1[CH2:11][CH2:10][N:9]([CH2:12][C:13]2[C:17]3[CH:18]=[CH:19][C:20]([O:22][C:23]4[S:24][C:25]5[CH:31]=[CH:30][CH:29]=[CH:28][C:26]=5[N:27]=4)=[CH:21][C:16]=3[O:15][CH:14]=2)[CH2:8][CH2:7]1)=[O:5])C.[OH-].[K+].Cl. The product is [CH:4]([OH:5])=[O:3].[S:24]1[C:25]2[CH:31]=[CH:30][CH:29]=[CH:28][C:26]=2[N:27]=[C:23]1[O:22][C:20]1[CH:19]=[CH:18][C:17]2[C:13]([CH2:12][N:9]3[CH2:10][CH2:11][CH:6]([C:4]([OH:5])=[O:3])[CH2:7][CH2:8]3)=[CH:14][O:15][C:16]=2[CH:21]=1. (5) The product is [CH2:1]([O:8][N:9]1[C:15](=[O:16])[N:14]2[CH2:17][C@H:10]1[CH2:11][CH2:12][C@H:13]2[C:18]([NH:31][O:30][CH2:29][C@@H:28]([NH:27][C:26](=[O:33])[O:25][C:21]([CH3:24])([CH3:23])[CH3:22])[CH3:32])=[O:20])[C:2]1[CH:3]=[CH:4][CH:5]=[CH:6][CH:7]=1. The catalyst is C(Cl)Cl. The yield is 0.970. The reactants are [CH2:1]([O:8][N:9]1[C:15](=[O:16])[N:14]2[CH2:17][C@H:10]1[CH2:11][CH2:12][C@H:13]2[C:18]([OH:20])=O)[C:2]1[CH:7]=[CH:6][CH:5]=[CH:4][CH:3]=1.[C:21]([O:25][C:26](=[O:33])[NH:27][C@@H:28]([CH3:32])[CH2:29][O:30][NH2:31])([CH3:24])([CH3:23])[CH3:22].ON1C2C=CC=CC=2N=N1.Cl.C(N=C=NCCCN(C)C)C. (6) The reactants are [CH3:1][C:2]1[O:6][N:5]=[C:4]([C:7]2[CH:12]=[CH:11][CH:10]=[CH:9][CH:8]=2)[C:3]=1[CH2:13][O:14][C:15]1[CH:23]=[CH:22][C:18]([C:19]([OH:21])=O)=[CH:17][N:16]=1.[NH:24]1[CH2:29][CH2:28][S:27][CH2:26][CH2:25]1. The product is [CH3:1][C:2]1[O:6][N:5]=[C:4]([C:7]2[CH:8]=[CH:9][CH:10]=[CH:11][CH:12]=2)[C:3]=1[CH2:13][O:14][C:15]1[N:16]=[CH:17][C:18]([C:19]([N:24]2[CH2:29][CH2:28][S:27][CH2:26][CH2:25]2)=[O:21])=[CH:22][CH:23]=1. No catalyst specified. The yield is 0.970. (7) The reactants are CC(C)(OC([NH:7][C@@H:8]([CH:21]([CH3:23])[CH3:22])[CH2:9][NH:10][C:11](=[O:20])[C:12]1[CH:17]=[CH:16][C:15]([C:18]#[N:19])=[CH:14][CH:13]=1)=O)C.[ClH:25].C(OCC)(=O)C. The catalyst is C(OCC)(=O)C. The product is [ClH:25].[NH2:7][C@@H:8]([CH:21]([CH3:23])[CH3:22])[CH2:9][NH:10][C:11](=[O:20])[C:12]1[CH:17]=[CH:16][C:15]([C:18]#[N:19])=[CH:14][CH:13]=1. The yield is 0.880. (8) The reactants are [O:1]1[CH:5]=[CH:4][CH:3]=[C:2]1[C:6]1[N:14]=[C:13]([NH2:15])[N:12]=[C:11]2[C:7]=1[N:8]=[CH:9][N:10]2[CH2:16][C:17]1[CH:22]=[CH:21][CH:20]=[C:19]([N+:23]([O-])=O)[CH:18]=1.O.O.Cl[Sn]Cl.Cl.[F-].C([N+](CCCC)(CCCC)CCCC)CCC.[OH-].[Na+]. The catalyst is CCO. The product is [NH2:23][C:19]1[CH:18]=[C:17]([CH:22]=[CH:21][CH:20]=1)[CH2:16][N:10]1[CH:9]=[N:8][C:7]2[C:11]1=[N:12][C:13]([NH2:15])=[N:14][C:6]=2[C:2]1[O:1][CH:5]=[CH:4][CH:3]=1. The yield is 0.220. (9) The reactants are [CH3:1][O:2][C:3]1[CH:8]=[CH:7][C:6]([C:9]2[N:10]=[C:11]3[CH:16]=[CH:15][C:14]([CH3:17])=[CH:13][N:12]3[CH:18]=2)=[CH:5][CH:4]=1.C1(C)C=CC=CC=1.[C:26]([O:30][CH2:31][CH3:32])(=[O:29])[CH:27]=[O:28].O.C1(C)C=CC(S(O)(=O)=O)=CC=1. The catalyst is C1(C)C=CC=CC=1. The product is [CH2:31]([O:30][C:26](=[O:29])[CH:27]([OH:28])[C:18]1[N:12]2[CH:13]=[C:14]([CH3:17])[CH:15]=[CH:16][C:11]2=[N:10][C:9]=1[C:6]1[CH:5]=[CH:4][C:3]([O:2][CH3:1])=[CH:8][CH:7]=1)[CH3:32]. The yield is 0.200. (10) The reactants are OC1C=CC(C2C3C=C(N(C)C)C=CC=3S(=O)(=O)CCC2)=CC=1.C([O-])([O-])=O.[K+].[K+].[CH3:30][C:31]1[CH:36]=[CH:35][C:34]([S:37]([O:40][CH2:41][CH2:42][CH2:43]OS(C2C=CC(C)=CC=2)(=O)=O)(=[O:39])=[O:38])=[CH:33][CH:32]=1. The catalyst is CC(C)=O. The product is [S:37]([C:34]1[CH:33]=[CH:32][C:31]([CH3:30])=[CH:36][CH:35]=1)([O:40][CH2:41][CH2:42][CH3:43])(=[O:38])=[O:39]. The yield is 0.800.